The task is: Predict the reaction yield, written as a fraction of the theoretical maximum amount of product (1.0 means a 100% yield; for example, 0.34 means a 34% yield).. This data is from Reaction yield outcomes from USPTO patents with 853,638 reactions. (1) The reactants are Cl[C:2]([C:4]1[CH:19]=[CH:18][C:7]([CH2:8][C:9]2[CH:14]=[CH:13][C:12]([N+:15]([O-:17])=[O:16])=[CH:11][CH:10]=2)=[CH:6][CH:5]=1)=[O:3].[NH:20]1[CH2:24][CH2:23][CH2:22][CH2:21]1. The catalyst is ClCCl.N1C=CC=CC=1. The product is [N:20]1([C:2]([C:4]2[CH:19]=[CH:18][C:7]([CH2:8][C:9]3[CH:14]=[CH:13][C:12]([N+:15]([O-:17])=[O:16])=[CH:11][CH:10]=3)=[CH:6][CH:5]=2)=[O:3])[CH2:24][CH2:23][CH2:22][CH2:21]1. The yield is 0.990. (2) The reactants are [Cl:1][C:2]1[CH:22]=[CH:21][C:5]([C:6]([N:8]2[C:17]3[C:12](=[CH:13][C:14]([CH3:18])=[CH:15][CH:16]=3)[CH:11]=[CH:10][CH:9]2[C:19]#[N:20])=[O:7])=[CH:4][CH:3]=1.[NH2:23][OH:24]. The catalyst is CO. The product is [Cl:1][C:2]1[CH:22]=[CH:21][C:5]([C:6]([N:8]2[C:17]3[C:12](=[CH:13][C:14]([CH3:18])=[CH:15][CH:16]=3)[CH:11]=[CH:10][CH:9]2[C:19](=[N:23][OH:24])[NH2:20])=[O:7])=[CH:4][CH:3]=1. The yield is 0.110. (3) The reactants are [F:1][C:2]1[C:7]([F:8])=[C:6]([O:9][CH2:10][CH2:11][N:12]([CH2:14][CH2:15][O:16][CH3:17])[CH3:13])[CH:5]=[CH:4][C:3]=1[CH2:18][N:19]([N:46]([CH3:56])[C:47]1(C(OC)=O)[CH2:51][CH2:50][CH2:49][CH2:48]1)[C:20](=[O:45])[CH2:21][C:22](=[O:44])[NH:23][C:24]1[CH:29]=[CH:28][C:27]([C:30]([F:33])([F:32])[F:31])=[CH:26][C:25]=1[C:34]1[CH:39]=[C:38]([C:40]([F:43])([F:42])[F:41])[N:37]=[CH:36][N:35]=1.[C:57](=[O:60])([O-])[O-].[K+].[K+].Cl. The catalyst is C(O)(C)C. The product is [F:1][C:2]1[C:7]([F:8])=[C:6]([O:9][CH2:10][CH2:11][N:12]([CH2:14][CH2:15][O:16][CH3:17])[CH3:13])[CH:5]=[CH:4][C:3]=1[CH2:18][N:19]1[C:20](=[O:45])[C:21]([C:22]([NH:23][C:24]2[CH:29]=[CH:28][C:27]([C:30]([F:32])([F:33])[F:31])=[CH:26][C:25]=2[C:34]2[CH:39]=[C:38]([C:40]([F:43])([F:42])[F:41])[N:37]=[CH:36][N:35]=2)=[O:44])=[C:57]([OH:60])[C:47]2([CH2:48][CH2:49][CH2:50][CH2:51]2)[N:46]1[CH3:56]. The yield is 0.900. (4) The reactants are [C:1]1([C:7]2[N:11]=[C:10]([N:12]3[CH2:17][CH2:16][NH:15][CH2:14][CH2:13]3)[S:9][N:8]=2)[CH:6]=[CH:5][CH:4]=[CH:3][CH:2]=1.C(N(CC)CC)C.[Cl:25][C:26]1[CH:31]=[CH:30][CH:29]=[CH:28][C:27]=1[N:32]=[C:33]=[O:34]. The catalyst is O1CCCC1. The product is [Cl:25][C:26]1[CH:31]=[CH:30][CH:29]=[CH:28][C:27]=1[NH:32][C:33]([N:15]1[CH2:16][CH2:17][N:12]([C:10]2[S:9][N:8]=[C:7]([C:1]3[CH:2]=[CH:3][CH:4]=[CH:5][CH:6]=3)[N:11]=2)[CH2:13][CH2:14]1)=[O:34]. The yield is 0.515. (5) The reactants are [F:1][C:2]1[CH:7]=[CH:6][C:5]([CH2:8][C:9]#[N:10])=[CH:4][CH:3]=1.[NH2:11][OH:12]. The catalyst is CCO. The product is [F:1][C:2]1[CH:7]=[CH:6][C:5]([CH2:8][C:9](=[NH:10])[NH:11][OH:12])=[CH:4][CH:3]=1. The yield is 1.00.